Predict the product of the given reaction. From a dataset of Forward reaction prediction with 1.9M reactions from USPTO patents (1976-2016). (1) Given the reactants CO[C:3]([C:5]1[C:6]([OH:31])=[C:7]2[C:12](=[C:13]([C:15]#[N:16])[N:14]=1)[N:11]([CH2:17][C:18]1[CH:23]=[CH:22][CH:21]=[CH:20][CH:19]=1)[C:10](=[O:24])[C:9]([C:25]1[CH:30]=[CH:29][CH:28]=[CH:27][CH:26]=1)=[CH:8]2)=[O:4].[CH3:32][O:33][C:34](=[O:40])[C:35]([CH3:39])([CH3:38])[CH2:36][NH2:37], predict the reaction product. The product is: [CH3:32][O:33][C:34](=[O:40])[C:35]([CH3:39])([CH3:38])[CH2:36][NH:37][C:3]([C:5]1[C:6]([OH:31])=[C:7]2[C:12](=[C:13]([C:15]#[N:16])[N:14]=1)[N:11]([CH2:17][C:18]1[CH:19]=[CH:20][CH:21]=[CH:22][CH:23]=1)[C:10](=[O:24])[C:9]([C:25]1[CH:30]=[CH:29][CH:28]=[CH:27][CH:26]=1)=[CH:8]2)=[O:4]. (2) Given the reactants [CH2:1]([C:8]1[C:9]([N:20](S(CC2C=CC=CC=2)(=O)=O)[S:21]([CH2:24][C:25]2[CH:30]=[CH:29][CH:28]=[CH:27][CH:26]=2)(=[O:23])=[O:22])=[N:10][CH:11]=[C:12]([C:14]2[CH:19]=[CH:18][CH:17]=[CH:16][CH:15]=2)[N:13]=1)[C:2]1[CH:7]=[CH:6][CH:5]=[CH:4][CH:3]=1.[OH-].[Na+].Cl, predict the reaction product. The product is: [CH2:1]([C:8]1[C:9]([NH:20][S:21]([CH2:24][C:25]2[CH:30]=[CH:29][CH:28]=[CH:27][CH:26]=2)(=[O:23])=[O:22])=[N:10][CH:11]=[C:12]([C:14]2[CH:19]=[CH:18][CH:17]=[CH:16][CH:15]=2)[N:13]=1)[C:2]1[CH:3]=[CH:4][CH:5]=[CH:6][CH:7]=1.